This data is from Experimentally validated miRNA-target interactions with 360,000+ pairs, plus equal number of negative samples. The task is: Binary Classification. Given a miRNA mature sequence and a target amino acid sequence, predict their likelihood of interaction. (1) The miRNA is dme-miR-1-3p with sequence UGGAAUGUAAAGAAGUAUGGAG. The protein sequence of the target gene is MASGVQVADEVCRIFYDMKVRKCSTPEEIKKRKKAVIFCLSADKKCIVVEEGKEILVGDVGATITDPFKHFVGMLPEKDCRYALYDASFETKESRKEELMFFLWAPEQAPLKSKMIYASSKDAIKKKFPGIKHEYQANGPEDLNRTCIAEKLGGSLIVAFEGSPV. Result: 0 (no interaction). (2) The miRNA is mmu-miR-200b-3p with sequence UAAUACUGCCUGGUAAUGAUGA. The protein sequence of the target gene is MASVSELACIYSALILHDDEVTVTEDKINALIKAAGVNVEPFWPGLFAKALANVNIGSLICNVGAGGPAPAAGAAPAGGPAPSTAAAPAEEKKVEAKKEESEESDDDMGFGLFD. Result: 0 (no interaction).